The task is: Predict the product of the given reaction.. This data is from Forward reaction prediction with 1.9M reactions from USPTO patents (1976-2016). Given the reactants CO[C:3]([C:5]1[O:6][CH:7]=[CH:8][CH:9]=1)=[O:4].[CH3:10][O:11][C:12]1[CH:17]=[CH:16][CH:15]=[CH:14][C:13]=1[Mg]Br.[C:20](=[O:23])(O)[O-].[Na+].Cl, predict the reaction product. The product is: [O:6]1[CH:7]=[CH:8][CH:9]=[C:5]1[C:3]([C:12]1[CH:17]=[CH:16][CH:15]=[CH:14][C:13]=1[O:23][CH3:20])([C:13]1[CH:14]=[CH:15][CH:16]=[CH:17][C:12]=1[O:11][CH3:10])[OH:4].